Dataset: NCI-60 drug combinations with 297,098 pairs across 59 cell lines. Task: Regression. Given two drug SMILES strings and cell line genomic features, predict the synergy score measuring deviation from expected non-interaction effect. (1) Drug 1: CC1=C(C(=O)C2=C(C1=O)N3CC4C(C3(C2COC(=O)N)OC)N4)N. Drug 2: C(CN)CNCCSP(=O)(O)O. Cell line: SF-268. Synergy scores: CSS=7.13, Synergy_ZIP=-1.62, Synergy_Bliss=0.778, Synergy_Loewe=-20.7, Synergy_HSA=-6.52. (2) Drug 1: C1=C(C(=O)NC(=O)N1)N(CCCl)CCCl. Drug 2: C1=CC=C(C=C1)NC(=O)CCCCCCC(=O)NO. Cell line: A549. Synergy scores: CSS=43.7, Synergy_ZIP=6.80, Synergy_Bliss=7.12, Synergy_Loewe=5.27, Synergy_HSA=7.52.